From a dataset of Reaction yield outcomes from USPTO patents with 853,638 reactions. Predict the reaction yield, written as a fraction of the theoretical maximum amount of product (1.0 means a 100% yield; for example, 0.34 means a 34% yield). (1) The reactants are C(Cl)Cl.[CH3:4][O:5][C:6](=[O:25])[C:7]1[CH:12]=[CH:11][C:10]([S:13](Cl)(=[O:15])=[O:14])=[C:9]([O:17][CH2:18][C:19]2[CH:24]=[CH:23][CH:22]=[CH:21][CH:20]=2)[CH:8]=1.[C:26]([O:30][C:31](=[O:38])[CH2:32][C@H:33]([NH2:37])[C:34]([NH2:36])=[O:35])([CH3:29])([CH3:28])[CH3:27].N1C=CC=CC=1. The catalyst is C(OCC)(=O)C. The product is [CH3:4][O:5][C:6](=[O:25])[C:7]1[CH:12]=[CH:11][C:10]([S:13](=[O:15])(=[O:14])[NH:37][C@H:33]([C:34](=[O:35])[NH2:36])[CH2:32][C:31]([O:30][C:26]([CH3:29])([CH3:27])[CH3:28])=[O:38])=[C:9]([O:17][CH2:18][C:19]2[CH:24]=[CH:23][CH:22]=[CH:21][CH:20]=2)[CH:8]=1. The yield is 0.450. (2) The reactants are [Cl:1][C:2]1[CH:3]=[CH:4][C:5](F)=[C:6]([CH:9]=1)[CH:7]=[O:8].[NH:11]1[CH2:16][CH2:15][O:14][CH2:13][CH2:12]1.C(=O)([O-])[O-].[K+].[K+].CS(C)=O. The catalyst is O. The product is [Cl:1][C:2]1[CH:3]=[CH:4][C:5]([N:11]2[CH2:16][CH2:15][O:14][CH2:13][CH2:12]2)=[C:6]([CH:9]=1)[CH:7]=[O:8]. The yield is 0.760. (3) The catalyst is CN(C)C=O. The product is [CH3:33][C:31]1[CH:30]=[CH:29][N:28]=[C:27]([CH2:26][O:24][C:21]2[CH:22]=[CH:23][C:18]([CH2:17][C:14]3[CH:13]=[C:12]([C:11]4[C:6]([NH2:5])=[N:7][CH:8]=[CH:9][CH:10]=4)[O:16][N:15]=3)=[CH:19][CH:20]=2)[CH:32]=1. The yield is 0.302. The reactants are CO.[OH-].[Na+].[NH2:5][C:6]1[C:11]([C:12]2[O:16][N:15]=[C:14]([CH2:17][C:18]3[CH:23]=[CH:22][C:21]([OH:24])=[CH:20][CH:19]=3)[CH:13]=2)=[CH:10][CH:9]=[CH:8][N:7]=1.Cl[CH2:26][C:27]1[CH:32]=[C:31]([CH3:33])[CH:30]=[CH:29][N:28]=1. (4) The reactants are [Cl:1][C:2]1[CH:3]=[C:4]([C:8]2[C:17]3[C:12](=[CH:13][CH:14]=[C:15]([C:18]([C:35]4[CH:36]=[N:37][C:38]([Cl:41])=[CH:39][CH:40]=4)(N=CC4C=CC(OC)=CC=4)[C:19]4[N:20]([CH3:24])[CH:21]=[N:22][CH:23]=4)[CH:16]=3)[N:11]([CH2:42][CH:43]3[CH2:45][CH2:44]3)[C:10](=[O:46])[CH:9]=2)[CH:5]=[CH:6][CH:7]=1.S(=O)(=O)(O)[OH:48].N([O-])=O.[Na+].C(OCC)(=O)C. The catalyst is C1COCC1.O. The product is [Cl:1][C:2]1[CH:3]=[C:4]([C:8]2[C:13]3[C:12](=[CH:17][CH:16]=[C:15]([C:18]([C:35]4[CH:36]=[N:37][C:38]([Cl:41])=[CH:39][CH:40]=4)([OH:48])[C:19]4[N:20]([CH3:24])[CH:21]=[N:22][CH:23]=4)[CH:14]=3)[N:11]([CH2:42][CH:43]3[CH2:45][CH2:44]3)[C:10](=[O:46])[CH:9]=2)[CH:5]=[CH:6][CH:7]=1. The yield is 0.940. (5) The reactants are [Cl:1]N1C(=O)CCC1=O.[CH3:9][O:10][C:11]([C:13]1[CH:21]=[C:20]2[C:16]([C:17]3[CH:25]=[C:24]([CH3:26])[CH:23]=[N:22][C:18]=3[NH:19]2)=[C:15]([C:27]2[CH:32]=[CH:31][CH:30]=[C:29]([S:33]([CH2:36][CH3:37])(=[O:35])=[O:34])[CH:28]=2)[CH:14]=1)=[O:12]. The catalyst is C(Cl)Cl.CC(O)=O. The product is [CH3:9][O:10][C:11]([C:13]1[CH:21]=[C:20]2[C:16]([C:17]3[CH:25]=[C:24]([CH3:26])[CH:23]=[N:22][C:18]=3[NH:19]2)=[C:15]([C:27]2[CH:32]=[CH:31][CH:30]=[C:29]([S:33]([CH2:36][CH3:37])(=[O:35])=[O:34])[CH:28]=2)[C:14]=1[Cl:1])=[O:12]. The yield is 0.370. (6) The reactants are Br[C:2]1[CH:7]=[CH:6][C:5](/[N:8]=[C:9]2\[C:10](=[O:24])[N:11]([C:18]3[CH:23]=[CH:22][CH:21]=[CH:20][CH:19]=3)[C:12]3[C:17]\2=[CH:16][CH:15]=[CH:14][CH:13]=3)=[CH:4][CH:3]=1.[S:25]1[CH:29]=[CH:28][C:27](B(O)O)=[CH:26]1.C([O-])([O-])=O.[Na+].[Na+]. The catalyst is C1COCC1.C1C=CC([P]([Pd]([P](C2C=CC=CC=2)(C2C=CC=CC=2)C2C=CC=CC=2)([P](C2C=CC=CC=2)(C2C=CC=CC=2)C2C=CC=CC=2)[P](C2C=CC=CC=2)(C2C=CC=CC=2)C2C=CC=CC=2)(C2C=CC=CC=2)C2C=CC=CC=2)=CC=1. The product is [C:18]1([N:11]2[C:12]3[C:17](=[CH:16][CH:15]=[CH:14][CH:13]=3)/[C:9](=[N:8]/[C:5]3[CH:6]=[CH:7][C:2]([C:27]4[CH:28]=[CH:29][S:25][CH:26]=4)=[CH:3][CH:4]=3)/[C:10]2=[O:24])[CH:23]=[CH:22][CH:21]=[CH:20][CH:19]=1. The yield is 0.350. (7) The product is [NH2:8][C:4]1[N:5]=[CH:6][N:7]=[C:2]([NH:15][C@H:16]([C:19]2[N:28]([CH:29]3[CH2:30][CH2:31]3)[C:27](=[O:32])[C:26]3[C:21](=[CH:22][CH:23]=[CH:24][C:25]=3[Cl:33])[N:20]=2)[CH2:17][CH3:18])[C:3]=1[C:9]1[N:13]([CH3:14])[N:12]=[CH:11][N:10]=1. The yield is 0.175. No catalyst specified. The reactants are Cl[C:2]1[N:7]=[CH:6][N:5]=[C:4]([NH2:8])[C:3]=1[C:9]1[N:13]([CH3:14])[N:12]=[CH:11][N:10]=1.[NH2:15][C@H:16]([C:19]1[N:28]([CH:29]2[CH2:31][CH2:30]2)[C:27](=[O:32])[C:26]2[C:21](=[CH:22][CH:23]=[CH:24][C:25]=2[Cl:33])[N:20]=1)[CH2:17][CH3:18].C(N(CC)C(C)C)(C)C. (8) The catalyst is CO. The reactants are [Cl:1][C:2]1[CH:15]=[CH:14][C:5]([CH2:6][N:7]2[CH2:12][CH2:11][CH:10]([NH2:13])[CH2:9][CH2:8]2)=[CH:4][CH:3]=1.[F:16][C:17]1[CH:18]=[CH:19][C:20]([O:29][CH2:30][C@:31]2([CH3:34])[CH2:33][O:32]2)=[C:21](/[CH:23]=[CH:24]/[C:25]([O:27][CH3:28])=[O:26])[CH:22]=1. The product is [Cl:1][C:2]1[CH:3]=[CH:4][C:5]([CH2:6][N:7]2[CH2:8][CH2:9][CH:10]([NH:13][CH2:34][C@@:31]([OH:32])([CH3:33])[CH2:30][O:29][C:20]3[CH:19]=[CH:18][C:17]([F:16])=[CH:22][C:21]=3/[CH:23]=[CH:24]/[C:25]([O:27][CH3:28])=[O:26])[CH2:11][CH2:12]2)=[CH:14][CH:15]=1. The yield is 0.800. (9) The reactants are CON(C)[C:4](=[O:28])[C:5]1[CH:10]=[CH:9][CH:8]=[C:7]([C:11]2[CH:12]=[CH:13][C:14]3[O:18][C:17]([CH2:19][CH2:20][N:21]4[CH2:25][CH2:24][CH2:23][C@H:22]4[CH3:26])=[CH:16][C:15]=3[CH:27]=2)[CH:6]=1.[S:30]1[CH:34]=[CH:33][CH:32]=[C:31]1[Li]. No catalyst specified. The product is [CH3:26][C@@H:22]1[CH2:23][CH2:24][CH2:25][N:21]1[CH2:20][CH2:19][C:17]1[O:18][C:14]2[CH:13]=[CH:12][C:11]([C:7]3[CH:6]=[C:5]([C:4]([C:31]4[S:30][CH:34]=[CH:33][CH:32]=4)=[O:28])[CH:10]=[CH:9][CH:8]=3)=[CH:27][C:15]=2[CH:16]=1. The yield is 0.530. (10) The reactants are C(OC([N:8]1[C:16]2[C:11](=[CH:12][CH:13]=[C:14]([F:17])[CH:15]=2)[C:10]([C:18]2[CH:19]=[CH:20][C:21]3[S:25](=[O:27])(=[O:26])[NH:24][CH:23]([C:28]([O:30]C)=O)[C:22]=3[CH:32]=2)=[CH:9]1)=O)(C)(C)C.[CH3:33][NH2:34].CCO. No catalyst specified. The product is [F:17][C:14]1[CH:15]=[C:16]2[C:11]([C:10]([C:18]3[CH:19]=[CH:20][C:21]4[S:25](=[O:26])(=[O:27])[NH:24][CH:23]([C:28]([NH:34][CH3:33])=[O:30])[C:22]=4[CH:32]=3)=[CH:9][NH:8]2)=[CH:12][CH:13]=1. The yield is 0.890.